Dataset: NCI-60 drug combinations with 297,098 pairs across 59 cell lines. Task: Regression. Given two drug SMILES strings and cell line genomic features, predict the synergy score measuring deviation from expected non-interaction effect. (1) Drug 1: CC1=CC2C(CCC3(C2CCC3(C(=O)C)OC(=O)C)C)C4(C1=CC(=O)CC4)C. Drug 2: C1=CC(=CC=C1C#N)C(C2=CC=C(C=C2)C#N)N3C=NC=N3. Cell line: 786-0. Synergy scores: CSS=0.759, Synergy_ZIP=0.379, Synergy_Bliss=-2.44, Synergy_Loewe=-1.88, Synergy_HSA=-3.92. (2) Drug 1: CCCCC(=O)OCC(=O)C1(CC(C2=C(C1)C(=C3C(=C2O)C(=O)C4=C(C3=O)C=CC=C4OC)O)OC5CC(C(C(O5)C)O)NC(=O)C(F)(F)F)O. Drug 2: CC1=C2C(C(=O)C3(C(CC4C(C3C(C(C2(C)C)(CC1OC(=O)C(C(C5=CC=CC=C5)NC(=O)OC(C)(C)C)O)O)OC(=O)C6=CC=CC=C6)(CO4)OC(=O)C)O)C)O. Cell line: MCF7. Synergy scores: CSS=46.8, Synergy_ZIP=8.33, Synergy_Bliss=8.07, Synergy_Loewe=10.2, Synergy_HSA=9.51. (3) Drug 1: CC1C(C(=O)NC(C(=O)N2CCCC2C(=O)N(CC(=O)N(C(C(=O)O1)C(C)C)C)C)C(C)C)NC(=O)C3=C4C(=C(C=C3)C)OC5=C(C(=O)C(=C(C5=N4)C(=O)NC6C(OC(=O)C(N(C(=O)CN(C(=O)C7CCCN7C(=O)C(NC6=O)C(C)C)C)C)C(C)C)C)N)C. Drug 2: C1=CC=C(C=C1)NC(=O)CCCCCCC(=O)NO. Cell line: BT-549. Synergy scores: CSS=14.5, Synergy_ZIP=-0.528, Synergy_Bliss=0.602, Synergy_Loewe=1.38, Synergy_HSA=1.28. (4) Drug 1: C1=CC(=CC=C1CCCC(=O)O)N(CCCl)CCCl. Drug 2: CCC1=C2CN3C(=CC4=C(C3=O)COC(=O)C4(CC)O)C2=NC5=C1C=C(C=C5)O. Cell line: SF-295. Synergy scores: CSS=43.5, Synergy_ZIP=1.54, Synergy_Bliss=1.97, Synergy_Loewe=0.440, Synergy_HSA=5.62. (5) Drug 1: C1CN1C2=NC(=NC(=N2)N3CC3)N4CC4. Drug 2: CC(C)CN1C=NC2=C1C3=CC=CC=C3N=C2N. Cell line: HS 578T. Synergy scores: CSS=8.55, Synergy_ZIP=1.59, Synergy_Bliss=0.735, Synergy_Loewe=-2.11, Synergy_HSA=-1.69. (6) Drug 1: C1=CC(=CC=C1CCC2=CNC3=C2C(=O)NC(=N3)N)C(=O)NC(CCC(=O)O)C(=O)O. Drug 2: C1CC(C1)(C(=O)O)C(=O)O.[NH2-].[NH2-].[Pt+2]. Cell line: EKVX. Synergy scores: CSS=15.9, Synergy_ZIP=-1.27, Synergy_Bliss=2.63, Synergy_Loewe=1.33, Synergy_HSA=0.832. (7) Cell line: A549. Drug 1: CC1=C(C=C(C=C1)NC(=O)C2=CC=C(C=C2)CN3CCN(CC3)C)NC4=NC=CC(=N4)C5=CN=CC=C5. Synergy scores: CSS=4.25, Synergy_ZIP=2.55, Synergy_Bliss=1.55, Synergy_Loewe=-10.3, Synergy_HSA=-6.59. Drug 2: C1=NC(=NC(=O)N1C2C(C(C(O2)CO)O)O)N. (8) Drug 1: C1CC(=O)NC(=O)C1N2CC3=C(C2=O)C=CC=C3N. Drug 2: CCCS(=O)(=O)NC1=C(C(=C(C=C1)F)C(=O)C2=CNC3=C2C=C(C=N3)C4=CC=C(C=C4)Cl)F. Cell line: OVCAR-8. Synergy scores: CSS=1.61, Synergy_ZIP=-0.257, Synergy_Bliss=-0.393, Synergy_Loewe=-1.67, Synergy_HSA=-2.55.